Predict the product of the given reaction. From a dataset of Forward reaction prediction with 1.9M reactions from USPTO patents (1976-2016). (1) Given the reactants C(N(CC)CC)C.[CH:8]([C:10]1[C:18]2[C:13](=[CH:14][CH:15]=[C:16]([O:19][CH3:20])[CH:17]=2)[N:12](C(OC(C)(C)C)=O)[CH:11]=1)=[O:9].[CH:28](=[N:35][C:36]1[CH:41]=[CH:40][N:39]=[C:38]([O:42][CH3:43])[CH:37]=1)[C:29]1[CH:34]=[CH:33][CH:32]=[CH:31][CH:30]=1, predict the reaction product. The product is: [CH3:20][O:19][C:16]1[CH:17]=[C:18]2[C:13](=[CH:14][CH:15]=1)[NH:12][CH:11]=[C:10]2[C:8](=[O:9])[CH:28]([NH:35][C:36]1[CH:41]=[CH:40][N:39]=[C:38]([O:42][CH3:43])[CH:37]=1)[C:29]1[CH:30]=[CH:31][CH:32]=[CH:33][CH:34]=1. (2) Given the reactants [CH3:1][O:2][C:3]1[CH:16]=[CH:15][CH:14]=[CH:13][C:4]=1[C:5]([CH2:7][C:8]([O:10]CC)=O)=O.[NH:17]([C:19]1[S:20][C:21]2[CH:27]=[CH:26][CH:25]=[CH:24][C:22]=2[N:23]=1)[NH2:18], predict the reaction product. The product is: [S:20]1[C:21]2[CH:27]=[CH:26][CH:25]=[CH:24][C:22]=2[N:23]=[C:19]1[N:17]1[C:8](=[O:10])[CH:7]=[C:5]([C:4]2[CH:13]=[CH:14][CH:15]=[CH:16][C:3]=2[O:2][CH3:1])[NH:18]1. (3) Given the reactants BrC1N2C=CN=C2C([NH:11][C:12]2[CH:17]=[CH:16][C:15]([O:18][CH2:19][CH:20]3[CH2:25][CH2:24][N:23]([CH3:26])[CH2:22][CH2:21]3)=[CH:14][CH:13]=2)=NC=1.FC1C=C(B2OC(C)(C)C(C)(C)O2)C=CC=1C(N)=O.C([O-])([O-])=O.[Na+].[Na+], predict the reaction product. The product is: [CH3:26][N:23]1[CH2:24][CH2:25][CH:20]([CH2:19][O:18][C:15]2[CH:14]=[CH:13][C:12]([NH2:11])=[CH:17][CH:16]=2)[CH2:21][CH2:22]1. (4) Given the reactants Br[C:2]1[C:3]([O:10][CH2:11][CH3:12])=[CH:4][C:5](=[O:9])[N:6]([CH3:8])[CH:7]=1.[B:13]1([B:13]2[O:17][C:16]([CH3:19])([CH3:18])[C:15]([CH3:21])([CH3:20])[O:14]2)[O:17][C:16]([CH3:19])([CH3:18])[C:15]([CH3:21])([CH3:20])[O:14]1.C1(P(C2CCCCC2)C2C=CC=CC=2C2C(C(C)C)=CC(C(C)C)=CC=2C(C)C)CCCCC1.C([O-])(=O)C.[K+], predict the reaction product. The product is: [CH2:11]([O:10][C:3]1[C:2]([B:13]2[O:17][C:16]([CH3:19])([CH3:18])[C:15]([CH3:21])([CH3:20])[O:14]2)=[CH:7][N:6]([CH3:8])[C:5](=[O:9])[CH:4]=1)[CH3:12]. (5) Given the reactants [CH3:1][C:2]1[N:7]=[C:6]([SH:8])[N:5]=[C:4]([OH:9])[CH:3]=1.C(=O)([O-])[O-].[K+].[K+].Br[CH2:17][N:18]1[C:22]([CH3:23])=[CH:21][C:20]([CH3:24])=[N:19]1, predict the reaction product. The product is: [CH3:24][C:20]1[CH:21]=[C:22]([CH3:23])[N:18]([CH2:17][S:8][C:6]2[N:5]=[C:4]([OH:9])[CH:3]=[C:2]([CH3:1])[N:7]=2)[N:19]=1. (6) Given the reactants [Cl:1][C:2]1[CH:7]=[CH:6][C:5]([C:8]2[CH:20]=[CH:19][C:11]3[S:12][C:13]([C:15]([O:17]C)=[O:16])=[CH:14][C:10]=3[CH:9]=2)=[CH:4][CH:3]=1.O.[OH-].[Li+].O, predict the reaction product. The product is: [Cl:1][C:2]1[CH:7]=[CH:6][C:5]([C:8]2[CH:20]=[CH:19][C:11]3[S:12][C:13]([C:15]([OH:17])=[O:16])=[CH:14][C:10]=3[CH:9]=2)=[CH:4][CH:3]=1.